From a dataset of Catalyst prediction with 721,799 reactions and 888 catalyst types from USPTO. Predict which catalyst facilitates the given reaction. Reactant: C(OP([CH2:9][C:10]#[N:11])(=O)OCC)C.C[Si]([N-][Si](C)(C)C)(C)C.[Li+].[CH3:22][O:23][C:24]1[CH:25]=[C:26]([C:32]([C:34]2[CH:39]=[CH:38][CH:37]=[C:36]([O:40][CH3:41])[CH:35]=2)=O)[CH:27]=[C:28]([O:30][CH3:31])[CH:29]=1. Product: [CH3:22][O:23][C:24]1[CH:25]=[C:26]([C:32]([C:34]2[CH:39]=[CH:38][CH:37]=[C:36]([O:40][CH3:41])[CH:35]=2)=[CH:9][C:10]#[N:11])[CH:27]=[C:28]([O:30][CH3:31])[CH:29]=1. The catalyst class is: 1.